This data is from Retrosynthesis with 50K atom-mapped reactions and 10 reaction types from USPTO. The task is: Predict the reactants needed to synthesize the given product. (1) The reactants are: CCOC(=O)C(=O)CBr.Sc1nc2ccccc2[nH]1. Given the product CCOC(=O)C(=O)CSc1nc2ccccc2[nH]1, predict the reactants needed to synthesize it. (2) Given the product Cc1ccsc1-c1ccncc1, predict the reactants needed to synthesize it. The reactants are: Cc1ccsc1Br.OB(O)c1ccncc1. (3) Given the product Cc1cnc(CN(CCCCN(C)C(=O)OC(C)(C)C)C2CCCc3cccnc32)c(C)c1, predict the reactants needed to synthesize it. The reactants are: CN(CCCCNC1CCCc2cccnc21)C(=O)OC(C)(C)C.Cc1cnc(C=O)c(C)c1. (4) The reactants are: CC(C)c1ccc2c(c1)OC1(O)c3cccc([N+](=O)[O-])c3C(=O)C21NC(=O)c1cccc[n+]1[O-]. Given the product CC(C)c1ccc2c(c1)OC1(O)c3cccc(N)c3C(=O)C21NC(=O)c1cccc[n+]1[O-], predict the reactants needed to synthesize it. (5) The reactants are: COc1ccccc1CCN.O=C(O)/C=C/c1cccnc1. Given the product COc1ccccc1CCNC(=O)/C=C/c1cccnc1, predict the reactants needed to synthesize it.